From a dataset of Catalyst prediction with 721,799 reactions and 888 catalyst types from USPTO. Predict which catalyst facilitates the given reaction. (1) Reactant: [OH:1][C:2]1[CH:11]=[C:10]2[C:5]([C:6]([O:12][C:13]3[CH:26]=[CH:25][C:16]4[C:17]([C:21]([NH:23][CH3:24])=[O:22])=[C:18]([CH3:20])[O:19][C:15]=4[CH:14]=3)=[CH:7][CH:8]=[N:9]2)=[CH:4][CH:3]=1.Br[CH2:28][CH:29]1[CH2:31][O:30]1.C([O-])([O-])=O.[Cs+].[Cs+]. Product: [CH3:24][NH:23][C:21]([C:17]1[C:16]2[CH:25]=[CH:26][C:13]([O:12][C:6]3[C:5]4[C:10](=[CH:11][C:2]([O:1][CH2:28][CH:29]5[CH2:31][O:30]5)=[CH:3][CH:4]=4)[N:9]=[CH:8][CH:7]=3)=[CH:14][C:15]=2[O:19][C:18]=1[CH3:20])=[O:22]. The catalyst class is: 23. (2) Reactant: [CH3:1][C:2]1([CH3:18])[CH2:7][CH2:6][N:5]([S:8]([C:11]2[CH:17]=[CH:16][C:14]([NH2:15])=[CH:13][CH:12]=2)(=[O:10])=[O:9])[CH2:4][CH2:3]1.[N+:19]([C:22]1[O:26][C:25]([C:27](Cl)=[O:28])=[CH:24][CH:23]=1)([O-:21])=[O:20].C(#N)C. Product: [CH3:1][C:2]1([CH3:18])[CH2:3][CH2:4][N:5]([S:8]([C:11]2[CH:12]=[CH:13][C:14]([NH:15][C:27]([C:25]3[O:26][C:22]([N+:19]([O-:21])=[O:20])=[CH:23][CH:24]=3)=[O:28])=[CH:16][CH:17]=2)(=[O:9])=[O:10])[CH2:6][CH2:7]1. The catalyst class is: 2. (3) Reactant: [C:1]1([C:18]2[CH:23]=[CH:22][CH:21]=[CH:20][CH:19]=2)[CH:6]=[CH:5][C:4]([C:7]2[C:16]([F:17])=[CH:15][C:10]3[NH:11][C:12](=[S:14])[NH:13][C:9]=3[CH:8]=2)=[CH:3][CH:2]=1.[CH2:24](N(CC)CC)C.CI. Product: [C:1]1([C:18]2[CH:23]=[CH:22][CH:21]=[CH:20][CH:19]=2)[CH:6]=[CH:5][C:4]([C:7]2[C:16]([F:17])=[CH:15][C:10]3[NH:11][C:12]([S:14][CH3:24])=[N:13][C:9]=3[CH:8]=2)=[CH:3][CH:2]=1. The catalyst class is: 1.